From a dataset of Reaction yield outcomes from USPTO patents with 853,638 reactions. Predict the reaction yield, written as a fraction of the theoretical maximum amount of product (1.0 means a 100% yield; for example, 0.34 means a 34% yield). The reactants are CC(C)([O-])C.[K+].[CH:7]([C:9]1[C:13]([CH3:14])=[C:12]([CH3:15])[NH:11][C:10]=1[C:16]([O:18][CH3:19])=[O:17])=[O:8].[CH3:20][C@H:21]1[CH2:23][C@@H:22]1[CH2:24]Br.O. The catalyst is O1CCCC1.C1OCCOCCOCCOCCOCCOC1.CC(C)([O-])C.[K+].C[C@H]1C[C@@H]1CBr. The product is [CH:7]([C:9]1[C:13]([CH3:14])=[C:12]([CH3:15])[N:11]([CH2:20][C@H:21]2[CH2:23][C@@H:22]2[CH3:24])[C:10]=1[C:16]([O:18][CH3:19])=[O:17])=[O:8]. The yield is 1.00.